This data is from NCI-60 drug combinations with 297,098 pairs across 59 cell lines. The task is: Regression. Given two drug SMILES strings and cell line genomic features, predict the synergy score measuring deviation from expected non-interaction effect. (1) Drug 1: COC1=CC(=CC(=C1O)OC)C2C3C(COC3=O)C(C4=CC5=C(C=C24)OCO5)OC6C(C(C7C(O6)COC(O7)C8=CC=CS8)O)O. Drug 2: C1=C(C(=O)NC(=O)N1)N(CCCl)CCCl. Cell line: M14. Synergy scores: CSS=38.0, Synergy_ZIP=-9.47, Synergy_Bliss=-1.09, Synergy_Loewe=-13.4, Synergy_HSA=0.720. (2) Drug 1: CNC(=O)C1=CC=CC=C1SC2=CC3=C(C=C2)C(=NN3)C=CC4=CC=CC=N4. Drug 2: CCC1(CC2CC(C3=C(CCN(C2)C1)C4=CC=CC=C4N3)(C5=C(C=C6C(=C5)C78CCN9C7C(C=CC9)(C(C(C8N6C)(C(=O)OC)O)OC(=O)C)CC)OC)C(=O)OC)O.OS(=O)(=O)O. Cell line: PC-3. Synergy scores: CSS=15.5, Synergy_ZIP=2.25, Synergy_Bliss=3.95, Synergy_Loewe=-26.3, Synergy_HSA=2.09. (3) Synergy scores: CSS=34.4, Synergy_ZIP=6.31, Synergy_Bliss=4.68, Synergy_Loewe=-61.1, Synergy_HSA=-0.876. Cell line: M14. Drug 1: C1=CC(=C2C(=C1NCCNCCO)C(=O)C3=C(C=CC(=C3C2=O)O)O)NCCNCCO. Drug 2: COC1=NC(=NC2=C1N=CN2C3C(C(C(O3)CO)O)O)N. (4) Synergy scores: CSS=-4.32, Synergy_ZIP=0.129, Synergy_Bliss=-4.20, Synergy_Loewe=-15.6, Synergy_HSA=-9.61. Cell line: MCF7. Drug 2: CN1C(=O)N2C=NC(=C2N=N1)C(=O)N. Drug 1: CN1CCC(CC1)COC2=C(C=C3C(=C2)N=CN=C3NC4=C(C=C(C=C4)Br)F)OC. (5) Synergy scores: CSS=4.95, Synergy_ZIP=-7.92, Synergy_Bliss=-4.80, Synergy_Loewe=-18.8, Synergy_HSA=-5.43. Drug 1: CNC(=O)C1=CC=CC=C1SC2=CC3=C(C=C2)C(=NN3)C=CC4=CC=CC=N4. Cell line: MDA-MB-435. Drug 2: C1=NC2=C(N=C(N=C2N1C3C(C(C(O3)CO)O)F)Cl)N. (6) Cell line: MALME-3M. Drug 1: CC1=C2C(C(=O)C3(C(CC4C(C3C(C(C2(C)C)(CC1OC(=O)C(C(C5=CC=CC=C5)NC(=O)C6=CC=CC=C6)O)O)OC(=O)C7=CC=CC=C7)(CO4)OC(=O)C)O)C)OC(=O)C. Synergy scores: CSS=60.0, Synergy_ZIP=-3.16, Synergy_Bliss=-0.463, Synergy_Loewe=-14.8, Synergy_HSA=-1.11. Drug 2: B(C(CC(C)C)NC(=O)C(CC1=CC=CC=C1)NC(=O)C2=NC=CN=C2)(O)O. (7) Drug 1: C1C(C(OC1N2C=NC3=C2NC=NCC3O)CO)O. Drug 2: C1CCC(C(C1)N)N.C(=O)(C(=O)[O-])[O-].[Pt+4]. Cell line: T-47D. Synergy scores: CSS=5.61, Synergy_ZIP=-2.22, Synergy_Bliss=4.58, Synergy_Loewe=-1.53, Synergy_HSA=3.11. (8) Drug 1: C1=CC(=CC=C1CC(C(=O)O)N)N(CCCl)CCCl.Cl. Drug 2: CC1=C2C(C(=O)C3(C(CC4C(C3C(C(C2(C)C)(CC1OC(=O)C(C(C5=CC=CC=C5)NC(=O)OC(C)(C)C)O)O)OC(=O)C6=CC=CC=C6)(CO4)OC(=O)C)O)C)O. Cell line: M14. Synergy scores: CSS=38.7, Synergy_ZIP=0.548, Synergy_Bliss=0.837, Synergy_Loewe=-23.3, Synergy_HSA=-1.18. (9) Drug 1: CCCS(=O)(=O)NC1=C(C(=C(C=C1)F)C(=O)C2=CNC3=C2C=C(C=N3)C4=CC=C(C=C4)Cl)F. Drug 2: N.N.Cl[Pt+2]Cl. Cell line: HCT-15. Synergy scores: CSS=-2.66, Synergy_ZIP=2.11, Synergy_Bliss=1.12, Synergy_Loewe=-3.08, Synergy_HSA=-2.33.